This data is from Forward reaction prediction with 1.9M reactions from USPTO patents (1976-2016). The task is: Predict the product of the given reaction. (1) Given the reactants [C:1]([OH:8])(=[O:7])[CH2:2][CH2:3][CH2:4][CH2:5][CH3:6].[CH2:9]([CH:11]([CH2:14][CH3:15])[CH2:12]O)[CH3:10], predict the reaction product. The product is: [C:1]([O:8][CH2:12][CH:11]([CH2:14][CH3:15])[CH2:9][CH3:10])(=[O:7])[CH2:2][CH2:3][CH2:4][CH2:5][CH3:6]. (2) Given the reactants C1(S([N:10]2[C:14]3=[N:15][CH:16]=[CH:17][CH:18]=[C:13]3[C:12]([CH2:19][C:20]3[CH:21]=[CH:22][C:23]([NH:26][CH2:27][C:28]4[CH:29]=NC=[CH:32][C:33]=4[Cl:34])=[N:24][CH:25]=3)=[CH:11]2)(=O)=O)C=CC=CC=1.[F-].[CH2:36]([N+:40](CCCC)(CCCC)CCCC)CCC, predict the reaction product. The product is: [Cl:34][C:33]1[CH:32]=[N:40][CH:36]=[CH:29][C:28]=1[CH2:27][NH:26][C:23]1[CH:22]=[CH:21][C:20]([CH2:19][C:12]2[C:13]3[C:14](=[N:15][CH:16]=[CH:17][CH:18]=3)[NH:10][CH:11]=2)=[CH:25][N:24]=1. (3) Given the reactants [C:1]1(=[O:7])[NH:5][C:4](=[O:6])[CH:3]=[CH:2]1.[CH2:8]=[O:9], predict the reaction product. The product is: [OH:9][CH2:8][N:5]1[C:4](=[O:6])[CH:3]=[CH:2][C:1]1=[O:7]. (4) Given the reactants [NH:1]1[CH2:6][CH2:5][CH2:4][CH2:3][CH2:2]1.[C:7]([C:11]1[CH:12]=[C:13]([C:21]2[N:25]([C:26]3[CH:34]=[CH:33][C:29]([C:30](O)=[O:31])=[CH:28][CH:27]=3)[N:24]=[C:23]([C:35]3[CH:40]=[CH:39][C:38]([C:41]([O:43][CH3:44])=[O:42])=[CH:37][CH:36]=3)[CH:22]=2)[CH:14]=[C:15]([C:17]([CH3:20])([CH3:19])[CH3:18])[CH:16]=1)([CH3:10])([CH3:9])[CH3:8].C(N(C(C)C)CC)(C)C.F[P-](F)(F)(F)(F)F.N1(O[P+](N(C)C)(N(C)C)N(C)C)C2C=CC=CC=2N=N1, predict the reaction product. The product is: [C:7]([C:11]1[CH:12]=[C:13]([C:21]2[N:25]([C:26]3[CH:34]=[CH:33][C:29]([C:30]([N:1]4[CH2:6][CH2:5][CH2:4][CH2:3][CH2:2]4)=[O:31])=[CH:28][CH:27]=3)[N:24]=[C:23]([C:35]3[CH:40]=[CH:39][C:38]([C:41]([O:43][CH3:44])=[O:42])=[CH:37][CH:36]=3)[CH:22]=2)[CH:14]=[C:15]([C:17]([CH3:20])([CH3:19])[CH3:18])[CH:16]=1)([CH3:8])([CH3:9])[CH3:10]. (5) Given the reactants [N:1]1([C:10]2[S:14][C:13]([C:15]([O:17][CH3:18])=[O:16])=[C:12]([OH:19])[CH:11]=2)[C:5]2[CH:6]=[CH:7][CH:8]=[CH:9][C:4]=2[N:3]=[CH:2]1.[CH2:20](Br)[C:21]#[CH:22], predict the reaction product. The product is: [N:1]1([C:10]2[S:14][C:13]([C:15]([O:17][CH3:18])=[O:16])=[C:12]([O:19][CH2:22][C:21]#[CH:20])[CH:11]=2)[C:5]2[CH:6]=[CH:7][CH:8]=[CH:9][C:4]=2[N:3]=[CH:2]1. (6) Given the reactants [NH2:1][C:2]1[CH:7]=[CH:6][C:5]([N:8]2[CH2:13][CH2:12][N:11]([C:14](=[O:29])[CH2:15][NH:16][C:17]([C:19]3[CH:20]=[C:21]([O:25][C:26](=[O:28])[CH3:27])[CH:22]=[CH:23][CH:24]=3)=[O:18])[CH2:10][CH2:9]2)=[CH:4][CH:3]=1.[CH:30]1[C:39]2[C:34](=[CH:35][CH:36]=[CH:37][CH:38]=2)[CH:33]=[CH:32][C:31]=1[C:40](O)=[O:41].C1CN([P+](ON2N=NC3C=CC=CC2=3)(N2CCCC2)N2CCCC2)CC1.F[P-](F)(F)(F)(F)F.C(N(C(C)C)C(C)C)C, predict the reaction product. The product is: [CH:30]1[C:39]2[C:34](=[CH:35][CH:36]=[CH:37][CH:38]=2)[CH:33]=[CH:32][C:31]=1[C:40]([NH:1][C:2]1[CH:7]=[CH:6][C:5]([N:8]2[CH2:9][CH2:10][N:11]([C:14](=[O:29])[CH2:15][NH:16][C:17]([C:19]3[CH:20]=[C:21]([O:25][C:26](=[O:28])[CH3:27])[CH:22]=[CH:23][CH:24]=3)=[O:18])[CH2:12][CH2:13]2)=[CH:4][CH:3]=1)=[O:41]. (7) The product is: [Cl:26][C:13]1[CH:12]=[C:11]([C:10]2[C:6]3[C:30]([OH:31])=[CH:29][C:28](=[O:34])[NH:27][C:7]=3[S:8][CH:9]=2)[CH:16]=[C:15]([Cl:17])[C:14]=1[O:18][CH2:19][C:20]1[CH:25]=[CH:24][CH:23]=[CH:22][CH:21]=1. Given the reactants C(OC([C:6]1[C:10]([C:11]2[CH:16]=[C:15]([Cl:17])[C:14]([O:18][CH2:19][C:20]3[CH:25]=[CH:24][CH:23]=[CH:22][CH:21]=3)=[C:13]([Cl:26])[CH:12]=2)=[CH:9][S:8][C:7]=1[NH:27][C:28](=[O:34])[CH2:29][C:30](OC)=[O:31])=O)C.[H-].[Na+].Cl.C(OCC)C, predict the reaction product. (8) Given the reactants [F:1][C:2]1[CH:28]=[CH:27][C:5]([CH2:6][N:7]2[C:11]3=[CH:12][N:13]=[C:14]([C:23]([O:25][CH3:26])=[O:24])[C:15](OC(=O)C(F)(F)F)=[C:10]3[CH:9]=[CH:8]2)=[CH:4][CH:3]=1.[CH2:29]([O:31]/[CH:32]=[CH:33]/[Sn](CCCC)(CCCC)CCCC)[CH3:30].C(N(CC)CC)C, predict the reaction product. The product is: [CH2:32]([O:31]/[CH:29]=[CH:30]/[C:15]1[C:14]([C:23]([O:25][CH3:26])=[O:24])=[N:13][CH:12]=[C:11]2[N:7]([CH2:6][C:5]3[CH:27]=[CH:28][C:2]([F:1])=[CH:3][CH:4]=3)[CH:8]=[CH:9][C:10]=12)[CH3:33]. (9) Given the reactants [NH:1]1[CH2:6][CH2:5][CH:4]([C:7]2[O:11][C:10]([C:12]3[CH:13]=[C:14]4[C:18](=[CH:19][CH:20]=3)[C:17](=[N:21][OH:22])[CH2:16][CH2:15]4)=[C:9]([C:23]3[CH:28]=[CH:27][N:26]=[CH:25][CH:24]=3)[CH:8]=2)[CH2:3][CH2:2]1.[Si]([O:36][CH2:37][CH:38]=O)(C(C)(C)C)(C)C, predict the reaction product. The product is: [OH:36][CH2:37][CH2:38][N:1]1[CH2:2][CH2:3][CH:4]([C:7]2[O:11][C:10]([C:12]3[CH:13]=[C:14]4[C:18](=[CH:19][CH:20]=3)[C:17](=[N:21][OH:22])[CH2:16][CH2:15]4)=[C:9]([C:23]3[CH:24]=[CH:25][N:26]=[CH:27][CH:28]=3)[CH:8]=2)[CH2:5][CH2:6]1. (10) Given the reactants [Cl:1][C:2]1[CH:3]=[N+:4]([O-])[C:5]2[CH2:6][CH2:7][CH2:8][C:9]=2[CH:10]=1.[C:12]([O:15]C(=O)C)(=[O:14])[CH3:13], predict the reaction product. The product is: [Cl:1][C:2]1[CH:3]=[N:4][C:5]2[CH:6]([O:15][C:12](=[O:14])[CH3:13])[CH2:7][CH2:8][C:9]=2[CH:10]=1.